From a dataset of Experimentally validated miRNA-target interactions with 360,000+ pairs, plus equal number of negative samples. Binary Classification. Given a miRNA mature sequence and a target amino acid sequence, predict their likelihood of interaction. (1) The miRNA is mmu-miR-883a-3p with sequence UAACUGCAACAGCUCUCAGUAU. The protein sequence of the target gene is MADDIDIEAMLEAPYKKDENKLNSANGHEERSKKRKKSKSRSRSHERKRSKSKERKRSRDRERKKSKSRERKRSRSKERRRSRSRSRDRRFRGRYRSPYSGPKFNSAIRGKIGLPHSIKLSRRRSRSKSPFRKDKSPVREPIDNLTPEERDARTVFCMQLAARIRPRDLEEFFSTVGKVRDVRMISDRNSRRSKGIAYVEFVDVSSVPLAIGLTGQRVLGVPIIVQASQAEKNRAAAMANNLQKGSAGPMRLYVGSLHFNITEDMLRGIFEPFGRIESIQLMMDSETGRSKGYGFITFSD.... Result: 1 (interaction). (2) The miRNA is cel-miR-787-3p with sequence UAAGCUCGUUUUAGUAUCUUUCG. The protein sequence of the target gene is MAFLMKKKKFKFQTTFTLEELTAVPFVNGVLFCKVRLLDGGDFVSLSSREEVQENCVRWRKRFTFVCKMSANPATGLLDPCIFRVSVRKELKGGKAYSKLGFTDLNLAEFAGSGSTVRCCLLEGYDTKNTRQDNSILKVTIGMFLLSGDPCFKTPPSTAKSISIPGQDSSLQLTCKGGGTSSGGSSSTNSLTGSRPPKTRPTILGSGLPEEPDQSLSSPEEVFHSGHSRNSSYASQQSKLSGYSTEHSRSSSLSDLTHRRNTSTSSSASGGLSMAVEGPEGMEREHRPSEKPPRPPEKPP.... Result: 0 (no interaction). (3) The miRNA is mmu-miR-466d-3p with sequence UAUACAUACACGCACACAUAG. The protein sequence of the target gene is MLSPERLALPDYEYLAQRHVLTYMEDAVCQLLENREDISQYGIARFFTEYFNSVCQGTHILFREFSFVQATPHNRVSFLRAFWRCFRTVGKNGDLLTMKEYHCLLQLLCPDFPLELTQKAARIVLMDDAMDCLMSFSDFLFAFQIQFYYSEFLDSVAAIYEDLLSGKNPNTVIVPTSSSGQHRQRPALGGAGTLEGVEASLFYQCLENLCDRHKYSCPPPALVKEALSNVQRLTFYGFLMALSKHRGINQALGALPDKGDLMHDPAMDEELERLLAQVPGLVNSVTASPEASCLPSRTPP.... Result: 0 (no interaction).